The task is: Predict the reactants needed to synthesize the given product.. This data is from Full USPTO retrosynthesis dataset with 1.9M reactions from patents (1976-2016). (1) Given the product [CH2:4]([C:5]([CH2:1][OH:3])([CH2:9][OH:10])[CH2:6][CH3:7])[OH:8].[CH:1]([O-:3])=[O:2], predict the reactants needed to synthesize it. The reactants are: [CH:1]([O-:3])=[O:2].[CH:4](=[O:8])[CH2:5][CH2:6][CH3:7].[CH2:9]=[O:10]. (2) Given the product [CH3:1][C:2]1([CH3:12])[O:6][C@H:5]([CH2:7][C:8]([O:10][CH3:13])=[O:9])[C:4](=[O:11])[O:3]1, predict the reactants needed to synthesize it. The reactants are: [CH3:1][C:2]1([CH3:12])[O:6][C@H:5]([CH2:7][C:8]([OH:10])=[O:9])[C:4](=[O:11])[O:3]1.[CH2:13]1COCC1.[Si](C=[N+]=[N-])(C)(C)C. (3) Given the product [CH3:14][N:5]1[C:4]2[C:3]([CH3:15])=[C:2]([C:24]3[CH:25]=[N:26][NH:27][CH:28]=3)[S:10][C:9]=2[C:8](=[O:11])[NH:7][C:6]1([CH3:13])[CH3:12], predict the reactants needed to synthesize it. The reactants are: Br[C:2]1[S:10][C:9]2[C:8](=[O:11])[NH:7][C:6]([CH3:13])([CH3:12])[N:5]([CH3:14])[C:4]=2[C:3]=1[CH3:15].CC1(C)C(C)(C)OB([C:24]2[CH:25]=[N:26][N:27](C(OC(C)(C)C)=O)[CH:28]=2)O1.C(=O)([O-])[O-].[Cs+].[Cs+].COCCOC.